This data is from Reaction yield outcomes from USPTO patents with 853,638 reactions. The task is: Predict the reaction yield, written as a fraction of the theoretical maximum amount of product (1.0 means a 100% yield; for example, 0.34 means a 34% yield). (1) The reactants are C1(P(C2C=CC=CC=2)C2C=CC3C(=CC=CC=3)C=2C2C3C(=CC=CC=3)C=CC=2P(C2C=CC=CC=2)C2C=CC=CC=2)C=CC=CC=1.Br[C:48]1[CH:49]=[N:50][C:51]2[C:56]([CH:57]=1)=[CH:55][CH:54]=[CH:53][CH:52]=2.[NH2:58][C:59]1[C:60]2[CH2:67][N:66]([C:68]([O:70][C:71]([CH3:74])([CH3:73])[CH3:72])=[O:69])[CH2:65][C:61]=2[N:62]=[CH:63][N:64]=1.C([O-])([O-])=O.[Cs+].[Cs+]. The catalyst is C1(C)C=CC=CC=1.C([O-])(=O)C.[Pd+2].C([O-])(=O)C.O.CCOC(C)=O. The product is [N:50]1[C:51]2[C:56](=[CH:55][CH:54]=[CH:53][CH:52]=2)[CH:57]=[C:48]([NH:58][C:59]2[C:60]3[CH2:67][N:66]([C:68]([O:70][C:71]([CH3:74])([CH3:73])[CH3:72])=[O:69])[CH2:65][C:61]=3[N:62]=[CH:63][N:64]=2)[CH:49]=1. The yield is 0.620. (2) The reactants are [CH3:1][O:2][C:3]1[CH:12]=[C:11]([O:13][CH3:14])[CH:10]=[C:9]2[C:4]=1[C:5](=[O:27])[NH:6][C:7]([C:15]1[CH:20]=[CH:19][C:18]([N:21]3[CH2:26][CH2:25][NH:24][CH2:23][CH2:22]3)=[CH:17][CH:16]=1)=[N:8]2.[Cl:28][C:29]1[S:30][C:31]([Cl:37])=[CH:32][C:33]=1[C:34](Cl)=[O:35].CCN(CC)CC. The catalyst is C(Cl)Cl. The product is [Cl:28][C:29]1[S:30][C:31]([Cl:37])=[CH:32][C:33]=1[C:34]([N:24]1[CH2:23][CH2:22][N:21]([C:18]2[CH:19]=[CH:20][C:15]([C:7]3[NH:6][C:5](=[O:27])[C:4]4[C:9](=[CH:10][C:11]([O:13][CH3:14])=[CH:12][C:3]=4[O:2][CH3:1])[N:8]=3)=[CH:16][CH:17]=2)[CH2:26][CH2:25]1)=[O:35]. The yield is 0.790. (3) The reactants are [CH2:1]([C:5]1[N:6]=[C:7]([CH3:27])[NH:8][C:9](=[O:26])[C:10]=1[CH2:11][C:12]1[CH:17]=[CH:16][C:15]([C:18]2[C:19]([C:24]#[N:25])=[CH:20][CH:21]=[CH:22][CH:23]=2)=[CH:14][CH:13]=1)[CH2:2][CH2:3][CH3:4].N(C(N1CCCCC1)=O)=NC(N1CCCCC1)=O.C(P(CCCC)CCCC)CCC.[CH3:59][C:60]1([CH2:64]O)[CH2:63][O:62][CH2:61]1. The catalyst is C(OCC)(=O)C.O1CCCC1. The product is [CH2:1]([C:5]1[N:6]=[C:7]([CH3:27])[N:8]([CH2:59][C:60]2([CH3:64])[CH2:63][O:62][CH2:61]2)[C:9](=[O:26])[C:10]=1[CH2:11][C:12]1[CH:17]=[CH:16][C:15]([C:18]2[C:19]([C:24]#[N:25])=[CH:20][CH:21]=[CH:22][CH:23]=2)=[CH:14][CH:13]=1)[CH2:2][CH2:3][CH3:4]. The yield is 0.620.